This data is from Full USPTO retrosynthesis dataset with 1.9M reactions from patents (1976-2016). The task is: Predict the reactants needed to synthesize the given product. Given the product [CH2:7]([NH2:12])[CH2:8][CH2:9][CH3:5].[P:1]([OH:27])([OH:23])([O:3][CH2:4][C@@H:5]1[C@@H:9]([OH:10])[C@@H:8]([OH:11])[C@H:7]([N:12]2[CH:17]=[C:16]([F:18])[N:15]=[C:14]([C:19]([NH2:21])=[O:20])[C:13]2=[O:22])[O:6]1)=[O:2], predict the reactants needed to synthesize it. The reactants are: [P:1]([O:27]CC=C)([O:23]CC=C)([O:3][CH2:4][C@@H:5]1[C@@H:9]([OH:10])[C@@H:8]([OH:11])[C@H:7]([N:12]2[CH:17]=[C:16]([F:18])[N:15]=[C:14]([C:19]([NH2:21])=[O:20])[C:13]2=[O:22])[O:6]1)=[O:2].C1(P(C2C=CC=CC=2)C2C=CC=CC=2)C=CC=CC=1.C(O)=O.C(N)CCC.